Dataset: Reaction yield outcomes from USPTO patents with 853,638 reactions. Task: Predict the reaction yield, written as a fraction of the theoretical maximum amount of product (1.0 means a 100% yield; for example, 0.34 means a 34% yield). (1) The reactants are [F:1][C:2]1[CH:7]=[CH:6][C:5]([C:8]2[O:9][C:10]3[CH:20]=[CH:19][C:18]([C:21]4[CH:26]=[C:25]([C:27](=[O:33])[NH:28][CH2:29][CH:30]([CH3:32])[CH3:31])[CH:24]=[CH:23][C:22]=4[OH:34])=[CH:17][C:11]=3[C:12]=2[C:13]([NH:15][CH3:16])=[O:14])=[CH:4][CH:3]=1.Br[CH2:36][CH2:37][N:38]1[C:46](=[O:47])[C:45]2[C:40](=[CH:41][CH:42]=[CH:43][CH:44]=2)[C:39]1=[O:48].C1CCN2C(=NCCC2)CC1. The catalyst is CN(C=O)C. The product is [O:48]=[C:39]1[C:40]2[C:45](=[CH:44][CH:43]=[CH:42][CH:41]=2)[C:46](=[O:47])[N:38]1[CH2:37][CH2:36][O:34][C:22]1[CH:23]=[CH:24][C:25]([C:27](=[O:33])[NH:28][CH2:29][CH:30]([CH3:32])[CH3:31])=[CH:26][C:21]=1[C:18]1[CH:19]=[CH:20][C:10]2[O:9][C:8]([C:5]3[CH:4]=[CH:3][C:2]([F:1])=[CH:7][CH:6]=3)=[C:12]([C:13]([NH:15][CH3:16])=[O:14])[C:11]=2[CH:17]=1. The yield is 0.230. (2) The reactants are [CH3:1][C:2]1[O:6][N:5]=[C:4]([C:7]2[CH:12]=[CH:11][CH:10]=[CH:9][CH:8]=2)[C:3]=1[CH2:13][O:14][C:15]1[CH:23]=[CH:22][C:18]([C:19]([OH:21])=O)=[CH:17][N:16]=1.[NH2:24][CH:25]1[CH2:30][CH2:29][N:28]([CH2:31][C:32]2[CH:37]=[CH:36][CH:35]=[CH:34][CH:33]=2)[CH2:27][CH2:26]1. No catalyst specified. The product is [CH2:31]([N:28]1[CH2:29][CH2:30][CH:25]([NH:24][C:19](=[O:21])[C:18]2[CH:22]=[CH:23][C:15]([O:14][CH2:13][C:3]3[C:4]([C:7]4[CH:8]=[CH:9][CH:10]=[CH:11][CH:12]=4)=[N:5][O:6][C:2]=3[CH3:1])=[N:16][CH:17]=2)[CH2:26][CH2:27]1)[C:32]1[CH:33]=[CH:34][CH:35]=[CH:36][CH:37]=1. The yield is 0.770. (3) The reactants are [CH3:1][O:2][C:3]1[CH:11]=[C:7]([C:8]([OH:10])=[O:9])[C:6]([NH2:12])=[CH:5][CH:4]=1.[C:13](OC(=O)C)(=O)[CH3:14]. No catalyst specified. The product is [CH3:13][C:14]1[O:9][C:8](=[O:10])[C:7]2[CH:11]=[C:3]([O:2][CH3:1])[CH:4]=[CH:5][C:6]=2[N:12]=1. The yield is 0.710. (4) The reactants are [NH2:1][C:2]1[N:10]=[C:9]2[C:5]([NH:6][CH:7]=[N:8]2)=[C:4]([I:11])[N:3]=1.Br[CH2:13][C:14]([O-])=O.[C:17](=[O:20])([O-])[O-:18].[K+].[K+].[CH3:23]N(C=O)C. No catalyst specified. The product is [CH2:13]([O:18][C:17](=[O:20])[CH2:23][N:8]1[CH:7]=[N:6][C:5]2[C:9]1=[N:10][C:2]([NH2:1])=[N:3][C:4]=2[I:11])[CH3:14]. The yield is 0.950. (5) The reactants are [CH3:1][O:2][C:3](=[O:22])[C:4]1[CH:9]=[C:8](B2OC(C)(C)C(C)(C)O2)[CH:7]=[C:6]([N+:19]([O-:21])=[O:20])[CH:5]=1.Br[C:24]1[CH:29]=[CH:28][C:27]([CH3:30])=[CH:26][N:25]=1.[O-]P([O-])([O-])=O.[K+].[K+].[K+]. The catalyst is COC=COC.O.C1C=CC(P(C2C=CC=CC=2)C2C=CC=CC=2)=CC=1.C1C=CC(P(C2C=CC=CC=2)C2C=CC=CC=2)=CC=1.C1C=CC(P(C2C=CC=CC=2)C2C=CC=CC=2)=CC=1.C1C=CC(P(C2C=CC=CC=2)C2C=CC=CC=2)=CC=1.[Pd]. The product is [CH3:1][O:2][C:3](=[O:22])[C:4]1[CH:5]=[C:6]([N+:19]([O-:21])=[O:20])[CH:7]=[C:8]([C:24]2[CH:29]=[CH:28][C:27]([CH3:30])=[CH:26][N:25]=2)[CH:9]=1. The yield is 0.560. (6) The reactants are [Si:1]([O:8][CH2:9][CH2:10]/[C:11](=[CH:16]\[NH:17][NH:18][C:19]1[CH:24]=[C:23]([C:25]#[N:26])[CH:22]=[CH:21][N:20]=1)/[C:12](OC)=[O:13])([C:4]([CH3:7])([CH3:6])[CH3:5])([CH3:3])[CH3:2].CC([O-])(C)C.[K+].OS([O-])(=O)=O.[Na+]. The catalyst is C(O)C.C(OCC)(=O)C. The product is [Si:1]([O:8][CH2:9][CH2:10][C:11]1[CH:16]=[N:17][N:18]([C:19]2[CH:24]=[C:23]([C:25]#[N:26])[CH:22]=[CH:21][N:20]=2)[C:12]=1[OH:13])([C:4]([CH3:7])([CH3:6])[CH3:5])([CH3:3])[CH3:2]. The yield is 0.100. (7) The reactants are [CH2:1](I)[CH3:2].C(=O)([O-])[O-].[K+].[K+].[Cl:10][C:11]1[CH:12]=[CH:13][C:14]([S:39]([CH2:42][CH3:43])(=[O:41])=[O:40])=[C:15]([CH:38]=1)[CH2:16][NH:17][C:18](=[O:37])[C:19]1[CH:24]=[C:23]([O:25][C:26]([F:29])([F:28])[F:27])[CH:22]=[C:21]([CH2:30][N:31]2[CH2:36][CH2:35][NH:34][CH2:33][CH2:32]2)[CH:20]=1. The catalyst is CN(C=O)C.C(OCC)(=O)C. The product is [Cl:10][C:11]1[CH:12]=[CH:13][C:14]([S:39]([CH2:42][CH3:43])(=[O:40])=[O:41])=[C:15]([CH:38]=1)[CH2:16][NH:17][C:18](=[O:37])[C:19]1[CH:24]=[C:23]([O:25][C:26]([F:29])([F:27])[F:28])[CH:22]=[C:21]([CH2:30][N:31]2[CH2:32][CH2:33][N:34]([CH2:1][CH3:2])[CH2:35][CH2:36]2)[CH:20]=1. The yield is 0.900. (8) The reactants are [C:1]12([C:13]([O:15]C)=[O:14])[CH2:8][CH2:7][C:4]([C:9]([O:11][CH3:12])=[O:10])([CH2:5][CH2:6]1)[CH2:3][CH2:2]2.[OH-].[K+]. The catalyst is CO.O. The product is [CH3:12][O:11][C:9]([C:4]12[CH2:7][CH2:8][C:1]([C:13]([OH:15])=[O:14])([CH2:6][CH2:5]1)[CH2:2][CH2:3]2)=[O:10]. The yield is 0.550.